From a dataset of Cav3 T-type calcium channel HTS with 100,875 compounds. Binary Classification. Given a drug SMILES string, predict its activity (active/inactive) in a high-throughput screening assay against a specified biological target. (1) The compound is S1C2(NCC1)C1CC3C4(SCCN4)C(CC2C3)C1. The result is 0 (inactive). (2) The molecule is Brc1ccc(C(=O)CC2(O)c3c(N(C2=O)CC(OC)=O)cccc3)cc1. The result is 0 (inactive). (3) The drug is O=c1[nH]c2c(cc1CN(C1CCCCC1)Cc1n(nnn1)Cc1occc1)cc(OC)c(OC)c2. The result is 0 (inactive). (4) The compound is O=C(N(CCCC)C)c1cn(c2nc(ccc2c1=O)C)CC. The result is 0 (inactive). (5) The molecule is s1c(nn2c1nc(cc2=O)C)c1c(OC)cccc1. The result is 0 (inactive). (6) The drug is Fc1c(COc2cc3c(oc(c3C(O)=O)C)cc2)cccc1. The result is 0 (inactive). (7) The result is 0 (inactive). The compound is S(=O)(=O)(N(CCc1ccccc1)CC(=O)NCc1cccnc1)C. (8) The compound is O(CC(=O)NCC)C(=O)/C=C\c1c([N+]([O-])=O)cccc1. The result is 0 (inactive). (9) The compound is N1(C(CC(C)C)c2n(nnn2)C2CCCCC2)CCN(CC1)c1ncccn1. The result is 0 (inactive).